From a dataset of Full USPTO retrosynthesis dataset with 1.9M reactions from patents (1976-2016). Predict the reactants needed to synthesize the given product. (1) The reactants are: [Cl:1][C:2]1[CH:7]=[CH:6][C:5]([S:8]([NH:11][C@H:12]2[CH2:17][CH2:16][CH2:15][CH2:14][C@H:13]2[C:18]([NH2:20])=[O:19])(=[O:10])=[O:9])=[CH:4][CH:3]=1.Br[CH2:22][C:23]1[CH:32]=[CH:31][C:26]([C:27]([O:29][CH3:30])=[O:28])=[CH:25][CH:24]=1. Given the product [CH3:30][O:29][C:27](=[O:28])[C:26]1[CH:31]=[CH:32][C:23]([CH2:22][N:11]([C@@H:12]2[CH2:17][CH2:16][CH2:15][CH2:14][C@@H:13]2[C:18](=[O:19])[NH2:20])[S:8]([C:5]2[CH:6]=[CH:7][C:2]([Cl:1])=[CH:3][CH:4]=2)(=[O:9])=[O:10])=[CH:24][CH:25]=1, predict the reactants needed to synthesize it. (2) Given the product [OH:20][C:21]1([C:2]2[CH:3]=[N:4][CH:5]=[C:6]([O:8][C:9]3[CH:14]=[CH:13][CH:12]=[CH:11][CH:10]=3)[CH:7]=2)[CH2:27][CH:26]2[CH2:28][CH:22]1[CH2:23][N:24]([C:29]([O:31][CH2:32][CH3:33])=[O:30])[CH2:25]2, predict the reactants needed to synthesize it. The reactants are: Br[C:2]1[CH:3]=[N:4][CH:5]=[C:6]([O:8][C:9]2[CH:14]=[CH:13][CH:12]=[CH:11][CH:10]=2)[CH:7]=1.C([Li])CCC.[O:20]=[C:21]1[CH2:27][CH:26]2[CH2:28][CH:22]1[CH2:23][N:24]([C:29]([O:31][CH2:32][CH3:33])=[O:30])[CH2:25]2. (3) Given the product [CH:6]1[CH:5]=[CH:4][N:3]2[C:2](=[N:1][C:13]([CH2:15][Cl:16])=[CH:12][C:11]2=[O:10])[CH:7]=1, predict the reactants needed to synthesize it. The reactants are: [NH2:1][C:2]1[CH:7]=[CH:6][CH:5]=[CH:4][N:3]=1.C([O:10][C:11](=O)[CH2:12][C:13]([CH2:15][Cl:16])=O)C. (4) The reactants are: [NH2:1][C:2]1[C:3]([CH3:15])=[C:4]([CH2:9][CH2:10][C:11]([O:13][CH3:14])=[O:12])[CH:5]=[CH:6][C:7]=1[Cl:8].C1COCC1.C(N(CC)C(C)C)(C)C.[Cl:30][C:31]1[CH:36]=[CH:35][C:34]([C@H:37]([C@@H:41]([CH3:46])[C:42]([F:45])([F:44])[F:43])[C:38](Cl)=[O:39])=[CH:33][CH:32]=1. Given the product [Cl:8][C:7]1[CH:6]=[CH:5][C:4]([CH2:9][CH2:10][C:11]([O:13][CH3:14])=[O:12])=[C:3]([CH3:15])[C:2]=1[NH:1][C:38](=[O:39])[C@H:37]([C:34]1[CH:33]=[CH:32][C:31]([Cl:30])=[CH:36][CH:35]=1)[C@@H:41]([CH3:46])[C:42]([F:43])([F:44])[F:45], predict the reactants needed to synthesize it. (5) Given the product [NH2:21][C:3]1[CH:4]=[C:5]([NH:8][C:9](=[O:20])[C:10]2[CH:15]=[CH:14][CH:13]=[C:12]([C:16]([F:17])([F:18])[F:19])[CH:11]=2)[CH:6]=[CH:7][C:2]=1[CH3:1], predict the reactants needed to synthesize it. The reactants are: [CH3:1][C:2]1[CH:7]=[CH:6][C:5]([NH:8][C:9](=[O:20])[C:10]2[CH:15]=[CH:14][CH:13]=[C:12]([C:16]([F:19])([F:18])[F:17])[CH:11]=2)=[CH:4][C:3]=1[N+:21]([O-])=O.